From a dataset of Catalyst prediction with 721,799 reactions and 888 catalyst types from USPTO. Predict which catalyst facilitates the given reaction. (1) Reactant: O([BH-](OC(C)=O)OC(C)=O)C(C)=O.[Na+].[Br:15][C:16]1[CH:17]=[C:18]([NH2:22])[CH:19]=[N:20][CH:21]=1.[CH:23]1([O:28][C:29]2[CH:30]=[C:31]([CH:34]=[CH:35][C:36]=2[O:37][CH3:38])[CH:32]=O)[CH2:27][CH2:26][CH2:25][CH2:24]1.CC(O)=O. Product: [Br:15][C:16]1[CH:17]=[C:18]([NH:22][CH2:32][C:31]2[CH:34]=[CH:35][C:36]([O:37][CH3:38])=[C:29]([O:28][CH:23]3[CH2:27][CH2:26][CH2:25][CH2:24]3)[CH:30]=2)[CH:19]=[N:20][CH:21]=1. The catalyst class is: 26. (2) The catalyst class is: 2. Reactant: [C:1]([NH2:5])([CH3:4])([CH3:3])[CH3:2].[Cl:6][C:7]1[N:12]=[CH:11][C:10]([S:13](Cl)(=[O:15])=[O:14])=[CH:9][CH:8]=1. Product: [C:1]([NH:5][S:13]([C:10]1[CH:11]=[N:12][C:7]([Cl:6])=[CH:8][CH:9]=1)(=[O:15])=[O:14])([CH3:4])([CH3:3])[CH3:2]. (3) Reactant: [C:1]([N:4]1[CH2:9][CH2:8][C:7]2[N:10]=[C:11]([C:13]3[CH:18]=[CH:17][C:16]([O:19][CH2:20][CH2:21][CH2:22]Cl)=[CH:15][CH:14]=3)[S:12][C:6]=2[CH2:5]1)(=[O:3])[CH3:2].[CH3:24][CH:25]1[CH2:30][CH2:29][CH2:28][CH2:27][NH:26]1. Product: [C:1]([N:4]1[CH2:9][CH2:8][C:7]2[N:10]=[C:11]([C:13]3[CH:18]=[CH:17][C:16]([O:19][CH2:20][CH2:21][CH2:22][N:26]4[CH2:27][CH2:28][CH2:29][CH2:30][CH:25]4[CH3:24])=[CH:15][CH:14]=3)[S:12][C:6]=2[CH2:5]1)(=[O:3])[CH3:2]. The catalyst class is: 10.